Dataset: CYP2C19 inhibition data for predicting drug metabolism from PubChem BioAssay. Task: Regression/Classification. Given a drug SMILES string, predict its absorption, distribution, metabolism, or excretion properties. Task type varies by dataset: regression for continuous measurements (e.g., permeability, clearance, half-life) or binary classification for categorical outcomes (e.g., BBB penetration, CYP inhibition). Dataset: cyp2c19_veith. The drug is COC(=O)C/C=C\[C@@H](C)[C@@H](/C=N\O[C@@H]1O[C@H](COC(C)=O)[C@H](OC(C)=O)[C@H](OC(C)=O)[C@H]1OC(C)=O)OC. The result is 0 (non-inhibitor).